From a dataset of Forward reaction prediction with 1.9M reactions from USPTO patents (1976-2016). Predict the product of the given reaction. Given the reactants Cl[C:2]1[N:7]=[CH:6][N:5]=[C:4]([O:8][CH:9]2[CH2:14][CH2:13][N:12]([C:15]([O:17][CH:18]([CH3:20])[CH3:19])=[O:16])[CH2:11][CH2:10]2)[C:3]=1[O:21][CH3:22].[CH3:23][C:24]1[C:29]([NH2:30])=[CH:28][CH:27]=[C:26]([C:31]([S:34]([CH3:37])(=[O:36])=[O:35])([CH3:33])[CH3:32])[N:25]=1.C1(C2C=CC=CC=2)C=CC=CC=1P(C(C)(C)C)C(C)(C)C.C(=O)([O-])[O-].[Cs+].[Cs+], predict the reaction product. The product is: [CH3:22][O:21][C:3]1[C:4]([O:8][CH:9]2[CH2:14][CH2:13][N:12]([C:15]([O:17][CH:18]([CH3:20])[CH3:19])=[O:16])[CH2:11][CH2:10]2)=[N:5][CH:6]=[N:7][C:2]=1[NH:30][C:29]1[C:24]([CH3:23])=[N:25][C:26]([C:31]([S:34]([CH3:37])(=[O:36])=[O:35])([CH3:32])[CH3:33])=[CH:27][CH:28]=1.